From a dataset of Full USPTO retrosynthesis dataset with 1.9M reactions from patents (1976-2016). Predict the reactants needed to synthesize the given product. (1) Given the product [NH2:46][CH2:47][C:25]1[CH:24]=[C:23]([CH:14]2[N:15]([C:16]3[CH:21]=[CH:20][C:19]([F:22])=[CH:18][CH:17]=3)[C:31](=[O:32])[CH:13]2[CH2:12][CH2:11][CH:10]([C:7]2[CH:6]=[CH:5][C:4]([F:3])=[CH:9][CH:8]=2)[OH:45])[CH:30]=[CH:29][CH:26]=1, predict the reactants needed to synthesize it. The reactants are: [H][H].[F:3][C:4]1[CH:9]=[CH:8][C:7]([CH:10]([OH:45])[CH2:11][CH2:12][CH:13]([C:31](N2C(C3C=CC=CC=3)COC2=O)=[O:32])[CH:14]([C:23]2[CH:30]=[CH:29][C:26](C#N)=[CH:25][CH:24]=2)[NH:15][C:16]2[CH:21]=[CH:20][C:19]([F:22])=[CH:18][CH:17]=2)=[CH:6][CH:5]=1.[NH3:46].[CH2:47](O)C. (2) Given the product [CH3:9][O:10][C:11]1[CH:12]=[CH:13][C:14]([C:17]2[CH:18]=[CH:19][C:20]([S:23]([NH:26][CH:27]([CH2:32][CH:33]([OH:35])[CH2:1][NH:2][C:3]3[CH:8]=[CH:7][CH:6]=[CH:5][CH:4]=3)[C:28]([OH:30])=[O:29])(=[O:24])=[O:25])=[CH:21][CH:22]=2)=[CH:15][CH:16]=1, predict the reactants needed to synthesize it. The reactants are: [CH3:1][NH:2][C:3]1[CH:8]=[CH:7][CH:6]=[CH:5][CH:4]=1.[CH3:9][O:10][C:11]1[CH:16]=[CH:15][C:14]([C:17]2[CH:22]=[CH:21][C:20]([S:23]([NH:26][CH:27]([CH2:32][CH:33]3[O:35]C3)[C:28]([O:30]C)=[O:29])(=[O:25])=[O:24])=[CH:19][CH:18]=2)=[CH:13][CH:12]=1.